Dataset: NCI-60 drug combinations with 297,098 pairs across 59 cell lines. Task: Regression. Given two drug SMILES strings and cell line genomic features, predict the synergy score measuring deviation from expected non-interaction effect. (1) Drug 1: CC1C(C(=O)NC(C(=O)N2CCCC2C(=O)N(CC(=O)N(C(C(=O)O1)C(C)C)C)C)C(C)C)NC(=O)C3=C4C(=C(C=C3)C)OC5=C(C(=O)C(=C(C5=N4)C(=O)NC6C(OC(=O)C(N(C(=O)CN(C(=O)C7CCCN7C(=O)C(NC6=O)C(C)C)C)C)C(C)C)C)N)C. Drug 2: C#CCC(CC1=CN=C2C(=N1)C(=NC(=N2)N)N)C3=CC=C(C=C3)C(=O)NC(CCC(=O)O)C(=O)O. Cell line: M14. Synergy scores: CSS=32.2, Synergy_ZIP=-4.85, Synergy_Bliss=-2.88, Synergy_Loewe=-7.40, Synergy_HSA=-1.32. (2) Drug 1: CC1=C(C=C(C=C1)C(=O)NC2=CC(=CC(=C2)C(F)(F)F)N3C=C(N=C3)C)NC4=NC=CC(=N4)C5=CN=CC=C5. Drug 2: CCC1(C2=C(COC1=O)C(=O)N3CC4=CC5=C(C=CC(=C5CN(C)C)O)N=C4C3=C2)O.Cl. Cell line: NCIH23. Synergy scores: CSS=18.9, Synergy_ZIP=-1.90, Synergy_Bliss=-2.17, Synergy_Loewe=-13.5, Synergy_HSA=-3.48. (3) Drug 1: COC1=C(C=C2C(=C1)N=CN=C2NC3=CC(=C(C=C3)F)Cl)OCCCN4CCOCC4. Drug 2: CN1C2=C(C=C(C=C2)N(CCCl)CCCl)N=C1CCCC(=O)O.Cl. Cell line: M14. Synergy scores: CSS=15.7, Synergy_ZIP=-2.14, Synergy_Bliss=4.27, Synergy_Loewe=-4.65, Synergy_HSA=2.62. (4) Drug 1: C1CCC(C1)C(CC#N)N2C=C(C=N2)C3=C4C=CNC4=NC=N3. Drug 2: CC(C1=C(C=CC(=C1Cl)F)Cl)OC2=C(N=CC(=C2)C3=CN(N=C3)C4CCNCC4)N. Cell line: SK-OV-3. Synergy scores: CSS=6.04, Synergy_ZIP=-2.11, Synergy_Bliss=1.52, Synergy_Loewe=0.588, Synergy_HSA=1.42. (5) Drug 1: CC12CCC(CC1=CCC3C2CCC4(C3CC=C4C5=CN=CC=C5)C)O. Drug 2: CC=C1C(=O)NC(C(=O)OC2CC(=O)NC(C(=O)NC(CSSCCC=C2)C(=O)N1)C(C)C)C(C)C. Cell line: HOP-62. Synergy scores: CSS=53.8, Synergy_ZIP=-1.27, Synergy_Bliss=-1.04, Synergy_Loewe=-50.4, Synergy_HSA=-0.449. (6) Cell line: PC-3. Drug 1: C1CN1P(=S)(N2CC2)N3CC3. Drug 2: N.N.Cl[Pt+2]Cl. Synergy scores: CSS=59.7, Synergy_ZIP=-3.51, Synergy_Bliss=-2.09, Synergy_Loewe=-5.11, Synergy_HSA=2.20. (7) Drug 1: CS(=O)(=O)CCNCC1=CC=C(O1)C2=CC3=C(C=C2)N=CN=C3NC4=CC(=C(C=C4)OCC5=CC(=CC=C5)F)Cl. Drug 2: CCC1=C2N=C(C=C(N2N=C1)NCC3=C[N+](=CC=C3)[O-])N4CCCCC4CCO. Cell line: SW-620. Synergy scores: CSS=58.1, Synergy_ZIP=4.12, Synergy_Bliss=4.08, Synergy_Loewe=-34.6, Synergy_HSA=2.25. (8) Drug 1: CC1=C(C=C(C=C1)NC(=O)C2=CC=C(C=C2)CN3CCN(CC3)C)NC4=NC=CC(=N4)C5=CN=CC=C5. Drug 2: C1=NC2=C(N=C(N=C2N1C3C(C(C(O3)CO)O)F)Cl)N. Cell line: PC-3. Synergy scores: CSS=-2.41, Synergy_ZIP=-0.335, Synergy_Bliss=-0.113, Synergy_Loewe=-16.2, Synergy_HSA=-5.18. (9) Drug 1: CNC(=O)C1=NC=CC(=C1)OC2=CC=C(C=C2)NC(=O)NC3=CC(=C(C=C3)Cl)C(F)(F)F. Drug 2: N.N.Cl[Pt+2]Cl. Cell line: A498. Synergy scores: CSS=22.8, Synergy_ZIP=1.30, Synergy_Bliss=3.22, Synergy_Loewe=-14.0, Synergy_HSA=1.81. (10) Drug 1: CS(=O)(=O)C1=CC(=C(C=C1)C(=O)NC2=CC(=C(C=C2)Cl)C3=CC=CC=N3)Cl. Drug 2: C1C(C(OC1N2C=NC3=C2NC=NCC3O)CO)O. Cell line: IGROV1. Synergy scores: CSS=0.846, Synergy_ZIP=0.702, Synergy_Bliss=1.61, Synergy_Loewe=-0.568, Synergy_HSA=0.0938.